From a dataset of Reaction yield outcomes from USPTO patents with 853,638 reactions. Predict the reaction yield, written as a fraction of the theoretical maximum amount of product (1.0 means a 100% yield; for example, 0.34 means a 34% yield). (1) The reactants are C(O[C:4]([C:6]1[S:14][C:13]2[CH:12]=[CH:11][N:10]=[CH:9][C:8]=2[C:7]=1[NH:15][C:16]1[CH:21]=[CH:20][C:19]([Br:22])=[CH:18][C:17]=1[F:23])=[O:5])C.[OH-].[Na+].[CH3:26][C:27]1([CH3:35])[O:31][C@@H:30]([CH2:32][O:33][NH2:34])[CH2:29][O:28]1.CCN=C=NCCCN(C)C.C1C=CC2N(O)N=NC=2C=1.CCN(C(C)C)C(C)C. The catalyst is C1COCC1.C(OCC)(=O)C.CO. The product is [CH3:26][C:27]1([CH3:35])[O:31][C@@H:30]([CH2:32][O:33][NH:34][C:4]([C:6]2[S:14][C:13]3[CH:12]=[CH:11][N:10]=[CH:9][C:8]=3[C:7]=2[NH:15][C:16]2[CH:21]=[CH:20][C:19]([Br:22])=[CH:18][C:17]=2[F:23])=[O:5])[CH2:29][O:28]1. The yield is 0.410. (2) The reactants are C([Li])CCC.[S:6]1[CH:10]=[CH:9][N:8]=[C:7]1[NH:11][C:12](=[O:15])[O:13][CH3:14].[CH2:16]1[O:26][C:19]2([CH2:24][CH2:23][C:22](=[O:25])[CH2:21][CH2:20]2)[O:18][CH2:17]1.O. The catalyst is C1COCC1.CCOC(C)=O. The product is [OH:25][C:22]1([C:10]2[S:6][C:7]([NH:11][C:12](=[O:15])[O:13][CH3:14])=[N:8][CH:9]=2)[CH2:23][CH2:24][C:19]2([O:18][CH2:17][CH2:16][O:26]2)[CH2:20][CH2:21]1. The yield is 0.510. (3) The reactants are [CH:1]([C:3]1[S:7][C:6]([C:8]([OH:10])=[O:9])=[CH:5][CH:4]=1)=[O:2].[Cl:11][C:12]1[CH:13]=[N+:14]([O-:32])[CH:15]=[C:16]([Cl:31])[C:17]=1[CH2:18][C@@H:19]([C:21]1[CH:26]=[CH:25][C:24]([O:27][CH3:28])=[C:23]([O:29][CH3:30])[CH:22]=1)O.Cl.CN(C)CCCN=C=NCC. The catalyst is ClCCl.CN(C)C1C=CN=CC=1. The product is [CH:1]([C:3]1[S:7][C:6]([C:8]([O:10][C@H:19]([C:21]2[CH:26]=[CH:25][C:24]([O:27][CH3:28])=[C:23]([O:29][CH3:30])[CH:22]=2)[CH2:18][C:17]2[C:16]([Cl:31])=[CH:15][N+:14]([O-:32])=[CH:13][C:12]=2[Cl:11])=[O:9])=[CH:5][CH:4]=1)=[O:2]. The yield is 0.390.